From a dataset of Full USPTO retrosynthesis dataset with 1.9M reactions from patents (1976-2016). Predict the reactants needed to synthesize the given product. (1) The reactants are: Br[C:2]1[CH:7]=[CH:6][CH:5]=[CH:4][C:3]=1[CH2:8][N:9]1[C:14]2[N:15]=[C:16]([N:18]3[CH2:23][CH2:22][O:21][CH2:20][CH2:19]3)[S:17][C:13]=2[C:12](=[O:24])[N:11]=[CH:10]1.[CH2:25](B(O)O)[CH3:26].P([O-])([O-])([O-])=O.[K+].[K+].[K+].COC1C=CC=C(OC)C=1C1C=CC=CC=1P(C1CCCCC1)C1CCCCC1. Given the product [CH2:25]([C:2]1[CH:7]=[CH:6][CH:5]=[CH:4][C:3]=1[CH2:8][N:9]1[C:14]2[N:15]=[C:16]([N:18]3[CH2:23][CH2:22][O:21][CH2:20][CH2:19]3)[S:17][C:13]=2[C:12](=[O:24])[N:11]=[CH:10]1)[CH3:26], predict the reactants needed to synthesize it. (2) The reactants are: [C:1]1([N:7]2[CH:11]=[CH:10][N:9]=[CH:8]2)[CH:6]=[CH:5][CH:4]=[CH:3][CH:2]=1.[F-].[Cs+].C1([As](C2C=CC=CC=2)C2C=CC=CC=2)C=CC=CC=1.Br[C:34]1[CH:35]=[CH:36][C:37]2[N:41]=[CH:40][N:39]([C:42]3[CH:47]=[CH:46][C:45]([F:48])=[CH:44][CH:43]=3)[C:38]=2[CH:49]=1. Given the product [F:48][C:45]1[CH:46]=[CH:47][C:42]([N:39]2[C:38]3[CH:49]=[C:34]([C:11]4[N:7]([C:1]5[CH:6]=[CH:5][CH:4]=[CH:3][CH:2]=5)[CH:8]=[N:9][CH:10]=4)[CH:35]=[CH:36][C:37]=3[N:41]=[CH:40]2)=[CH:43][CH:44]=1, predict the reactants needed to synthesize it. (3) Given the product [NH2:1][C:2]1[C:7]([C:8]#[N:9])=[C:6]([CH:10]2[CH2:15][CH2:14][NH:13][CH2:12][CH2:11]2)[C:5]([C:23]#[N:24])=[C:4]([S:25][CH2:26][C:27]2[N:28]=[C:29]([NH:32][C:33]3[CH:38]=[CH:37][C:36]([F:39])=[CH:35][CH:34]=3)[S:30][CH:31]=2)[N:3]=1, predict the reactants needed to synthesize it. The reactants are: [NH2:1][C:2]1[C:7]([C:8]#[N:9])=[C:6]([CH:10]2[CH2:15][CH2:14][N:13](C(OC(C)(C)C)=O)[CH2:12][CH2:11]2)[C:5]([C:23]#[N:24])=[C:4]([S:25][CH2:26][C:27]2[N:28]=[C:29]([NH:32][C:33]3[CH:38]=[CH:37][C:36]([F:39])=[CH:35][CH:34]=3)[S:30][CH:31]=2)[N:3]=1.Cl. (4) Given the product [CH3:24][O:25][C:26]1[CH:31]=[CH:30][C:29]([CH2:32][NH:33][C:18]2[C:19]3[C:14](=[N:13][N:12]([CH2:11][C:10]4[CH:22]=[CH:23][C:7]([CH2:6][N:1]5[CH:5]=[CH:4][CH:3]=[N:2]5)=[CH:8][CH:9]=4)[CH:20]=3)[N:15]=[CH:16][N:17]=2)=[CH:28][CH:27]=1, predict the reactants needed to synthesize it. The reactants are: [N:1]1([CH2:6][C:7]2[CH:23]=[CH:22][C:10]([CH2:11][N:12]3[CH:20]=[C:19]4[C:14]([N:15]=[CH:16][N:17]=[C:18]4Cl)=[N:13]3)=[CH:9][CH:8]=2)[CH:5]=[CH:4][CH:3]=[N:2]1.[CH3:24][O:25][C:26]1[CH:31]=[CH:30][C:29]([CH2:32][NH2:33])=[CH:28][CH:27]=1. (5) Given the product [Br:24][C:5]1[S:1][C:2]([C:6]2([OH:16])[CH2:7][CH2:8][C:9]3([O:13][CH2:12][CH2:11][O:10]3)[CH2:14][CH2:15]2)=[N:3][CH:4]=1, predict the reactants needed to synthesize it. The reactants are: [S:1]1[CH:5]=[CH:4][N:3]=[C:2]1[C:6]1([OH:16])[CH2:15][CH2:14][C:9]2([O:13][CH2:12][CH2:11][O:10]2)[CH2:8][CH2:7]1.C1C(=O)N([Br:24])C(=O)C1.[O-]S([O-])=O.[Na+].[Na+]. (6) Given the product [C:21]1([CH2:20][O:19][C@@H:8]2[C@@H:9]([CH2:10][O:11][CH2:12][C:13]3[CH:14]=[CH:15][CH:16]=[CH:17][CH:18]=3)[C:5]([CH2:3][OH:2])=[CH:6][CH2:7]2)[CH:22]=[CH:23][CH:24]=[CH:25][CH:26]=1, predict the reactants needed to synthesize it. The reactants are: C[O:2][C:3]([C:5]1[C@H:9]([CH2:10][O:11][CH2:12][C:13]2[CH:18]=[CH:17][CH:16]=[CH:15][CH:14]=2)[C@@H:8]([O:19][CH2:20][C:21]2[CH:26]=[CH:25][CH:24]=[CH:23][CH:22]=2)[CH2:7][CH:6]=1)=O.[H-].C([Al+]CC(C)C)C(C)C. (7) Given the product [N:1]1([CH:7]([C:16]2[CH:21]=[CH:20][CH:19]=[CH:18][CH:17]=2)[C:8]([C:22]2[CH:27]=[CH:26][CH:25]=[CH:24][CH:23]=2)([C:10]2[CH:15]=[CH:14][CH:13]=[CH:12][N:11]=2)[OH:9])[CH2:2][CH2:3][O:4][CH2:5][CH2:6]1, predict the reactants needed to synthesize it. The reactants are: [N:1]1([CH:7]([C:16]2[CH:21]=[CH:20][CH:19]=[CH:18][CH:17]=2)[C:8]([C:10]2[CH:15]=[CH:14][CH:13]=[CH:12][N:11]=2)=[O:9])[CH2:6][CH2:5][O:4][CH2:3][CH2:2]1.[C:22]1([Mg]Br)[CH:27]=[CH:26][CH:25]=[CH:24][CH:23]=1. (8) Given the product [Cl:3][C:4]1[CH:29]=[CH:28][CH:27]=[CH:26][C:5]=1[C:6]([N:8]([C@H:13]1[C:21]2[C:16](=[CH:17][CH:18]=[C:19]([C:22]([OH:24])=[O:23])[CH:20]=2)[CH2:15][CH2:14]1)[CH2:9][CH:10]([CH3:12])[CH3:11])=[O:7], predict the reactants needed to synthesize it. The reactants are: [Li+].[OH-].[Cl:3][C:4]1[CH:29]=[CH:28][CH:27]=[CH:26][C:5]=1[C:6]([N:8]([C@H:13]1[C:21]2[C:16](=[CH:17][CH:18]=[C:19]([C:22]([O:24]C)=[O:23])[CH:20]=2)[CH2:15][CH2:14]1)[CH2:9][CH:10]([CH3:12])[CH3:11])=[O:7]. (9) Given the product [CH3:1][O:2][C:3](=[O:16])[C@@H:4]([NH:15][C:30](=[O:31])[C@@H:29]([NH:33][C:34]([O:36][CH2:37][CH:38]1[C:39]2[CH:40]=[CH:41][CH:42]=[CH:43][C:44]=2[C:45]2[C:50]1=[CH:49][CH:48]=[CH:47][CH:46]=2)=[O:35])[CH2:28][CH2:27][CH2:26][CH2:25][NH:24][C:22]([O:21][C:17]([CH3:20])([CH3:19])[CH3:18])=[O:23])[CH2:5][C:6]1[C:14]2[C:9](=[CH:10][CH:11]=[CH:12][CH:13]=2)[NH:8][CH:7]=1, predict the reactants needed to synthesize it. The reactants are: [CH3:1][O:2][C:3](=[O:16])[C@@H:4]([NH2:15])[CH2:5][C:6]1[C:14]2[C:9](=[CH:10][CH:11]=[CH:12][CH:13]=2)[NH:8][CH:7]=1.[C:17]([O:21][C:22]([NH:24][CH2:25][CH2:26][CH2:27][CH2:28][C@H:29]([NH:33][C:34]([O:36][CH2:37][CH:38]1[C:50]2[CH:49]=[CH:48][CH:47]=[CH:46][C:45]=2[C:44]2[C:39]1=[CH:40][CH:41]=[CH:42][CH:43]=2)=[O:35])[C:30](O)=[O:31])=[O:23])([CH3:20])([CH3:19])[CH3:18].C1C2C(COC(=O)N[C@H](C(=O)NC3C=CC(C)=CC=3)CCCCNC(OC(C)(C)C)=O)C3C(=CC=CC=3)C=2C=CC=1.